From a dataset of Forward reaction prediction with 1.9M reactions from USPTO patents (1976-2016). Predict the product of the given reaction. (1) Given the reactants Cl[C:2]1[C:3]2[N:4]([N:13]=[C:14]([CH3:16])[N:15]=2)[C:5]2[CH:11]=[C:10]([Cl:12])[CH:9]=[N:8][C:6]=2[N:7]=1.C(O)(C(F)(F)F)=O.[CH3:24][N:25]1[CH2:30][CH2:29][NH:28][CH2:27][CH2:26]1, predict the reaction product. The product is: [Cl:12][C:10]1[CH:9]=[N:8][C:6]2[N:7]=[C:2]([N:28]3[CH2:29][CH2:30][N:25]([CH3:24])[CH2:26][CH2:27]3)[C:3]3[N:4]([N:13]=[C:14]([CH3:16])[N:15]=3)[C:5]=2[CH:11]=1. (2) Given the reactants [CH3:1][C:2]1[CH:7]=[CH:6][N:5]=[CH:4][C:3]=1[C:8]1[CH:17]=[C:16]2[C:11]([CH:12]=[C:13]([NH2:18])[N:14]=[CH:15]2)=[CH:10][CH:9]=1.[CH:19]12[CH:24]([C:25](O)=[O:26])[CH:23]1[CH2:22][O:21][CH2:20]2, predict the reaction product. The product is: [CH3:1][C:2]1[CH:7]=[CH:6][N:5]=[CH:4][C:3]=1[C:8]1[CH:17]=[C:16]2[C:11]([CH:12]=[C:13]([NH:18][C:25]([CH:24]3[CH:23]4[CH:19]3[CH2:20][O:21][CH2:22]4)=[O:26])[N:14]=[CH:15]2)=[CH:10][CH:9]=1. (3) Given the reactants [Cl:1][C:2]1[C:11]([C:12]([O:14]C)=[O:13])=[C:10]([NH:16][CH2:17][C:18]2[CH:23]=[CH:22][C:21]([O:24][CH3:25])=[C:20]([Cl:26])[CH:19]=2)[C:9]2[C:4](=[CH:5][CH:6]=[C:7]([C:27]#[N:28])[CH:8]=2)[N:3]=1.[Li+].[OH-].O.O1CCOC[CH2:33]1, predict the reaction product. The product is: [Cl:1][C:2]1[C:11]([C:12]([OH:14])=[O:13])=[C:10]([NH:16][CH2:17][C:18]2[CH:23]=[CH:22][C:21]([O:24][CH2:25][CH3:33])=[C:20]([Cl:26])[CH:19]=2)[C:9]2[C:4](=[CH:5][CH:6]=[C:7]([C:27]#[N:28])[CH:8]=2)[N:3]=1. (4) Given the reactants [CH3:1][N:2]1[C:7](=[O:8])[C:6]([NH:9][C:10]2[CH:15]=[CH:14][C:13]([N:16]3[CH2:21][CH2:20][N:19]([CH:22]4[CH2:25][O:24][CH2:23]4)[CH2:18][CH2:17]3)=[CH:12][N:11]=2)=[CH:5][C:4]([C:26]2[CH:31]=[CH:30][N:29]=[C:28]([N:32]3[C:44](=[O:45])[C:43]4[S:42][C:41]5[CH2:40][CH2:39][CH2:38][CH2:37][C:36]=5[C:35]=4[CH2:34][CH2:33]3)[C:27]=2[CH:46]=[O:47])=[CH:3]1.[BH4-].[Na+], predict the reaction product. The product is: [OH:47][CH2:46][C:27]1[C:28]([N:32]2[CH2:33][CH2:34][C:35]3[C:36]4[CH2:37][CH2:38][CH2:39][CH2:40][C:41]=4[S:42][C:43]=3[C:44]2=[O:45])=[N:29][CH:30]=[CH:31][C:26]=1[C:4]1[CH:5]=[C:6]([NH:9][C:10]2[CH:15]=[CH:14][C:13]([N:16]3[CH2:17][CH2:18][N:19]([CH:22]4[CH2:25][O:24][CH2:23]4)[CH2:20][CH2:21]3)=[CH:12][N:11]=2)[C:7](=[O:8])[N:2]([CH3:1])[CH:3]=1. (5) Given the reactants [CH2:1]([O:4][C:5](=[O:23])[N:6]([C@@H:14]1[CH2:16][C@H:15]1[C:17]1[CH:22]=[CH:21][CH:20]=[CH:19][CH:18]=1)[CH2:7][CH:8]1[CH2:13][CH2:12][NH:11][CH2:10][CH2:9]1)[CH:2]=[CH2:3].[C:24]([CH:26]=[C:27]1[CH2:30][N:29]([C:31]([O:33][C:34]([CH3:37])([CH3:36])[CH3:35])=[O:32])[CH2:28]1)#[N:25].C1CCN2C(=NCCC2)CC1, predict the reaction product. The product is: [CH2:1]([O:4][C:5]([N:6]([CH2:7][CH:8]1[CH2:9][CH2:10][N:11]([C:27]2([CH2:26][C:24]#[N:25])[CH2:28][N:29]([C:31]([O:33][C:34]([CH3:35])([CH3:36])[CH3:37])=[O:32])[CH2:30]2)[CH2:12][CH2:13]1)[C@@H:14]1[CH2:16][C@H:15]1[C:17]1[CH:18]=[CH:19][CH:20]=[CH:21][CH:22]=1)=[O:23])[CH:2]=[CH2:3]. (6) Given the reactants [NH:1]1[CH2:6][CH2:5][C:4](=[O:7])[CH2:3][CH2:2]1.C(=O)([O-])[O-].[Cs+].[Cs+].[I-].[K+].[Cl:16][C:17]1[CH:24]=[CH:23][C:20]([CH2:21]Cl)=[CH:19][CH:18]=1, predict the reaction product. The product is: [Cl:16][C:17]1[CH:24]=[CH:23][C:20]([CH2:21][N:1]2[CH2:6][CH2:5][C:4](=[O:7])[CH2:3][CH2:2]2)=[CH:19][CH:18]=1. (7) Given the reactants [F:1][C:2]1[CH:7]=[CH:6][CH:5]=[C:4]([F:8])[CH:3]=1.CN(CCN(C)C)C.[Li]C(CC)C.[Si:22]([O:29][CH2:30][CH:31]1[CH2:36][CH2:35][C:34]([CH3:41])([C:37](OC)=[O:38])[CH2:33][CH2:32]1)([C:25]([CH3:28])([CH3:27])[CH3:26])([CH3:24])[CH3:23], predict the reaction product. The product is: [Si:22]([O:29][CH2:30][CH:31]1[CH2:32][CH2:33][C:34]([C:37]([C:3]2[C:2]([F:1])=[CH:7][CH:6]=[CH:5][C:4]=2[F:8])=[O:38])([CH3:41])[CH2:35][CH2:36]1)([C:25]([CH3:28])([CH3:27])[CH3:26])([CH3:24])[CH3:23]. (8) Given the reactants [N:1]1[CH:6]=[CH:5][C:4]([C:7]2[CH:15]=[CH:14][CH:13]=[C:12]3[C:8]=2[C:9]([NH2:16])=[N:10][NH:11]3)=[CH:3][CH:2]=1.CC1(C)OC(=O)[CH:21]([C:25]([CH:27]2[CH2:32][CH2:31][N:30]([C:33]([O:35][C:36]([CH3:39])([CH3:38])[CH3:37])=[O:34])[CH2:29][CH2:28]2)=[O:26])[C:20](=O)[O:19]1, predict the reaction product. The product is: [O:19]=[C:20]([NH:16][C:9]1[C:8]2[C:12](=[CH:13][CH:14]=[CH:15][C:7]=2[C:4]2[CH:3]=[CH:2][N:1]=[CH:6][CH:5]=2)[NH:11][N:10]=1)[CH2:21][C:25]([CH:27]1[CH2:28][CH2:29][N:30]([C:33]([O:35][C:36]([CH3:39])([CH3:38])[CH3:37])=[O:34])[CH2:31][CH2:32]1)=[O:26]. (9) Given the reactants [Br:1][C:2]1[CH:3]=[C:4]([CH:20]=[CH:21][C:22]=1[CH3:23])[C:5]([NH:7][C:8]1[CH:13]=[CH:12][C:11]([CH:14]=O)=[C:10]([C:16]([F:19])([F:18])[F:17])[CH:9]=1)=[O:6].[NH:24]1[CH2:29][CH2:28][O:27][CH2:26][CH2:25]1, predict the reaction product. The product is: [Br:1][C:2]1[CH:3]=[C:4]([CH:20]=[CH:21][C:22]=1[CH3:23])[C:5]([NH:7][C:8]1[CH:13]=[CH:12][C:11]([CH2:14][N:24]2[CH2:29][CH2:28][O:27][CH2:26][CH2:25]2)=[C:10]([C:16]([F:17])([F:18])[F:19])[CH:9]=1)=[O:6].